From a dataset of NCI-60 drug combinations with 297,098 pairs across 59 cell lines. Regression. Given two drug SMILES strings and cell line genomic features, predict the synergy score measuring deviation from expected non-interaction effect. Drug 1: CC1=C2C(C(=O)C3(C(CC4C(C3C(C(C2(C)C)(CC1OC(=O)C(C(C5=CC=CC=C5)NC(=O)OC(C)(C)C)O)O)OC(=O)C6=CC=CC=C6)(CO4)OC(=O)C)OC)C)OC. Drug 2: C(CCl)NC(=O)N(CCCl)N=O. Cell line: SK-MEL-2. Synergy scores: CSS=37.2, Synergy_ZIP=-1.52, Synergy_Bliss=-3.95, Synergy_Loewe=-37.9, Synergy_HSA=-3.42.